From a dataset of Retrosynthesis with 50K atom-mapped reactions and 10 reaction types from USPTO. Predict the reactants needed to synthesize the given product. (1) The reactants are: CCN(CC)C(=O)Cl.COC(=O)c1sc(-c2cccc(N)c2)c(Br)c1OCC(=O)OC(C)(C)C. Given the product CCN(CC)C(=O)Nc1cccc(-c2sc(C(=O)OC)c(OCC(=O)OC(C)(C)C)c2Br)c1, predict the reactants needed to synthesize it. (2) Given the product FC(F)(F)c1cc(-c2ccc(Cl)cc2)nc(-c2cccc(-c3cccnc3)c2)n1, predict the reactants needed to synthesize it. The reactants are: FC(F)(F)c1cc(-c2ccc(Cl)cc2)nc(-c2cccc(Br)c2)n1.OB(O)c1cccnc1.